From a dataset of Reaction yield outcomes from USPTO patents with 853,638 reactions. Predict the reaction yield, written as a fraction of the theoretical maximum amount of product (1.0 means a 100% yield; for example, 0.34 means a 34% yield). The reactants are [Cl:1][C:2]1[C:3]([OH:12])=[CH:4][C:5]([OH:11])=[C:6]([CH:10]=1)[C:7]([OH:9])=O.CN1CC[O:17][CH2:16]C1.Cl.[CH3:21][N:22]([CH3:31])CCCN=C=NCC.ON1[C:37]2[CH:38]=[CH:39][CH:40]=[CH:41][C:36]=2N=N1. The catalyst is CN(C=O)C.CCOC(C)=O.O. The product is [Cl:1][C:2]1[CH:10]=[C:6]([C:7]([N:22]2[CH2:31][C:37]3[C:36](=[CH:41][CH:40]=[C:39]([CH2:16][OH:17])[CH:38]=3)[CH2:21]2)=[O:9])[C:5]([OH:11])=[CH:4][C:3]=1[OH:12]. The yield is 0.296.